This data is from Catalyst prediction with 721,799 reactions and 888 catalyst types from USPTO. The task is: Predict which catalyst facilitates the given reaction. (1) Reactant: [C:1]([C:3]1[CH:16]=[C:15]([F:17])[C:14]([N:18]2[C:23](=[O:24])[CH:22]=[C:21]([C:25]([F:28])([F:27])[F:26])[N:20]([CH3:29])[C:19]2=[O:30])=[CH:13][C:4]=1[O:5][C:6]1[CH:7]=[C:8]([OH:12])[CH:9]=[CH:10][CH:11]=1)#[N:2].C(=O)([O-])[O-].[K+].[K+].Br[CH:38]([CH3:43])[C:39]([O:41][CH3:42])=[O:40].O. Product: [C:1]([C:3]1[CH:16]=[C:15]([F:17])[C:14]([N:18]2[C:23](=[O:24])[CH:22]=[C:21]([C:25]([F:27])([F:28])[F:26])[N:20]([CH3:29])[C:19]2=[O:30])=[CH:13][C:4]=1[O:5][C:6]1[CH:7]=[C:8]([CH:9]=[CH:10][CH:11]=1)[O:12][CH:38]([CH3:43])[C:39]([O:41][CH3:42])=[O:40])#[N:2]. The catalyst class is: 9. (2) Reactant: [OH:1][C:2]1([C:9]2[CH:14]=[CH:13][CH:12]=[CH:11][CH:10]=2)[CH2:7][CH2:6][C:5](=O)[CH2:4][CH2:3]1.[F:15][CH2:16][C:17]1([NH:22][C:23](=[O:38])[CH2:24][NH:25][C:26](=[O:37])[C:27]2[CH:32]=[CH:31][CH:30]=[C:29]([C:33]([F:36])([F:35])[F:34])[CH:28]=2)[CH2:21][CH2:20][NH:19][CH2:18]1.C(O[BH-](OC(=O)C)OC(=O)C)(=O)C.[Na+]. Product: [F:15][CH2:16][C:17]1([NH:22][C:23](=[O:38])[CH2:24][NH:25][C:26](=[O:37])[C:27]2[CH:32]=[CH:31][CH:30]=[C:29]([C:33]([F:36])([F:34])[F:35])[CH:28]=2)[CH2:21][CH2:20][N:19]([CH:5]2[CH2:6][CH2:7][C:2]([OH:1])([C:9]3[CH:14]=[CH:13][CH:12]=[CH:11][CH:10]=3)[CH2:3][CH2:4]2)[CH2:18]1. The catalyst class is: 2. (3) The catalyst class is: 2. Product: [C:23]([O:26][C@H:27]1[CH2:44][CH2:43][C@@:42]2([CH3:45])[C@@H:29]([CH2:30][CH2:31][C@:32]3([CH3:57])[C@@H:41]2[CH2:40][CH2:39][C@H:38]2[C@@:33]3([CH3:56])[CH2:34][CH2:35][C@@:36]3([C:53]([N:6]4[CH2:7][CH2:8][CH:3]([O:2][CH3:1])[CH2:4][CH2:5]4)=[O:54])[CH2:48][CH2:47][C@@H:46]([C:49]4([CH3:52])[CH2:50][CH2:51]4)[C@@H:37]32)[C:28]1([CH3:59])[CH3:58])(=[O:25])[CH3:24]. Reactant: [CH3:1][O:2][CH:3]1[CH2:8][CH2:7][NH:6][CH2:5][CH2:4]1.C(O)(C(F)(F)F)=O.C(N(CC)CC)C.[C:23]([O:26][C@H:27]1[CH2:44][CH2:43][C@@:42]2([CH3:45])[C@@H:29]([CH2:30][CH2:31][C@:32]3([CH3:57])[C@@H:41]2[CH2:40][CH2:39][C@H:38]2[C@@:33]3([CH3:56])[CH2:34][CH2:35][C@@:36]3([C:53](Cl)=[O:54])[CH2:48][CH2:47][C@@H:46]([C:49]4([CH3:52])[CH2:51][CH2:50]4)[C@@H:37]32)[C:28]1([CH3:59])[CH3:58])(=[O:25])[CH3:24]. (4) Reactant: [C:1]([O:5][C:6]([C@@:8]1([CH2:31][C:32]([OH:34])=[O:33])[C@@H:12]([CH2:13][O:14]CC2C=CC=CC=2)[C:11](=[O:22])[N:10]([C@@H:23]([C:25]2[CH:30]=[CH:29][CH:28]=[CH:27][CH:26]=2)[CH3:24])[CH2:9]1)=[O:7])([CH3:4])([CH3:3])[CH3:2].[H][H]. The catalyst class is: 352. Product: [C:1]([O:5][C:6]([C@@:8]1([CH2:31][C:32]([OH:34])=[O:33])[C@@H:12]([CH2:13][OH:14])[C:11](=[O:22])[N:10]([C@@H:23]([C:25]2[CH:26]=[CH:27][CH:28]=[CH:29][CH:30]=2)[CH3:24])[CH2:9]1)=[O:7])([CH3:2])([CH3:3])[CH3:4]. (5) Reactant: [F:1][C:2]([F:14])([F:13])[CH:3]1[C:11]2[C:6](=[CH:7][CH:8]=[C:9]([OH:12])[CH:10]=2)[CH2:5][O:4]1.F[C:16]1[N:21]=[CH:20][C:19]([N:22]2[C:26](=[O:27])[C:25]([CH3:29])([CH3:28])[NH:24][C:23]2=[O:30])=[CH:18][C:17]=1[CH3:31].CN(C=O)C. Product: [CH3:28][C:25]1([CH3:29])[NH:24][C:23](=[O:30])[N:22]([C:19]2[CH:20]=[N:21][C:16]([O:12][C:9]3[CH:8]=[CH:7][C:6]4[CH2:5][O:4][CH:3]([C:2]([F:1])([F:13])[F:14])[C:11]=4[CH:10]=3)=[C:17]([CH3:31])[CH:18]=2)[C:26]1=[O:27]. The catalyst class is: 6. (6) Reactant: [C:1]([O:9][C@H:10]1[C@:14]([F:16])([CH3:15])[C@@H:13]([N:17]2[C:21]3[N:22]=[CH:23][N:24]=[C:25]([NH2:26])[C:20]=3[C:19]([C:27]#[N:28])=[C:18]2Br)[O:12][CH:11]1[CH2:30][O:31][C:32](=[O:39])[C:33]1[CH:38]=[CH:37][CH:36]=[CH:35][CH:34]=1)(=[O:8])[C:2]1[CH:7]=[CH:6][CH:5]=[CH:4][CH:3]=1.C([O-])=O.[NH4+].CO. Product: [C:1]([O:9][C@H:10]1[C@:14]([F:16])([CH3:15])[C@@H:13]([N:17]2[C:21]3[N:22]=[CH:23][N:24]=[C:25]([NH2:26])[C:20]=3[C:19]([C:27]#[N:28])=[CH:18]2)[O:12][CH:11]1[CH2:30][O:31][C:32](=[O:39])[C:33]1[CH:34]=[CH:35][CH:36]=[CH:37][CH:38]=1)(=[O:8])[C:2]1[CH:3]=[CH:4][CH:5]=[CH:6][CH:7]=1. The catalyst class is: 78. (7) Reactant: Cl[C:2]1[CH:7]=[CH:6][C:5]([C:8]([F:11])([F:10])[F:9])=[CH:4][N:3]=1.Cl.[NH2:13][C@H:14]1[CH2:18][CH2:17][CH2:16][C@@H:15]1[NH:19][C:20](=[O:31])[C:21]1[C:26]([O:27][CH3:28])=[CH:25][CH:24]=[CH:23][C:22]=1[O:29][CH3:30].CCN(C(C)C)C(C)C. Product: [CH3:30][O:29][C:22]1[CH:23]=[CH:24][CH:25]=[C:26]([O:27][CH3:28])[C:21]=1[C:20]([NH:19][C@H:15]1[CH2:16][CH2:17][CH2:18][C@@H:14]1[NH:13][C:2]1[CH:7]=[CH:6][C:5]([C:8]([F:11])([F:10])[F:9])=[CH:4][N:3]=1)=[O:31]. The catalyst class is: 16. (8) Reactant: S1C=CC(C=O)=C1.[OH-].[K+].[N+:10]([CH2:12][C:13]([N:15]1[CH2:19][CH2:18][CH2:17][CH2:16]1)=[O:14])#[C-:11].[S:20]1[CH:24]=[CH:23][C:22]([C@@H:25]2[O:29][CH:28]=[N:27][C@H:26]2[C:30]([N:32]2[CH2:36][CH2:35][CH2:34][CH2:33]2)=[O:31])=[CH:21]1. Product: [S:20]1[CH:24]=[CH:23][C:22]([C@@H:25]2[O:29][CH:28]=[N:27][C@H:26]2[C:30]([N:32]2[CH2:36][CH2:35][CH2:34][CH2:33]2)=[O:31])=[CH:21]1.[N:27]1[CH:24]=[CH:23][CH:22]=[CH:25][C:26]=1[C@@H:30]1[O:31][CH:11]=[N:10][C@H:12]1[C:13]([N:15]1[CH2:19][CH2:18][CH2:17][CH2:16]1)=[O:14]. The catalyst class is: 125. (9) Reactant: [Br:1][C:2]1[CH:3]=[CH:4][C:5]2[O:6][CH2:7][C:8](=[O:12])[NH:9][C:10]=2[N:11]=1.[CH3:13][O:14][C:15]1[CH:22]=[C:21]([O:23][CH3:24])[CH:20]=[CH:19][C:16]=1[CH2:17]Cl.C([O-])([O-])=O.[Cs+].[Cs+]. Product: [Br:1][C:2]1[CH:3]=[CH:4][C:5]2[O:6][CH2:7][C:8](=[O:12])[N:9]([CH2:17][C:16]3[CH:19]=[CH:20][C:21]([O:23][CH3:24])=[CH:22][C:15]=3[O:14][CH3:13])[C:10]=2[N:11]=1. The catalyst class is: 3. (10) Reactant: [CH:1]([C:4]1[CH:9]=[C:8]([CH:10]([CH3:12])[CH3:11])[CH:7]=[C:6]([CH:13]([CH3:15])[CH3:14])[C:5]=1[S:16](Cl)(=[O:18])=[O:17])([CH3:3])[CH3:2].CS(C)=[O:22].O. Product: [CH:1]([C:4]1[CH:9]=[C:8]([CH:10]([CH3:12])[CH3:11])[CH:7]=[C:6]([CH:13]([CH3:15])[CH3:14])[C:5]=1[S:16]([OH:18])(=[O:22])=[O:17])([CH3:3])[CH3:2]. The catalyst class is: 58.